This data is from Full USPTO retrosynthesis dataset with 1.9M reactions from patents (1976-2016). The task is: Predict the reactants needed to synthesize the given product. (1) Given the product [C:1]([N:26]1[CH2:27][CH2:28][CH:23]([N:19]2[C:20]3[C:15](=[CH:14][C:13]([O:12][CH2:5][C:6]4[CH:7]=[CH:8][CH:9]=[CH:10][CH:11]=4)=[CH:22][CH:21]=3)[C:16](=[O:41])[N:17]([CH2:30][C:31]3[CH:36]=[CH:35][C:34]([O:37][CH3:38])=[C:33]([O:39][CH3:40])[CH:32]=3)[C:18]2=[O:29])[CH2:24][CH2:25]1)(=[O:3])[CH3:2], predict the reactants needed to synthesize it. The reactants are: [C:1](Cl)(=[O:3])[CH3:2].[CH2:5]([O:12][C:13]1[CH:14]=[C:15]2[C:20](=[CH:21][CH:22]=1)[N:19]([CH:23]1[CH2:28][CH2:27][NH:26][CH2:25][CH2:24]1)[C:18](=[O:29])[N:17]([CH2:30][C:31]1[CH:36]=[CH:35][C:34]([O:37][CH3:38])=[C:33]([O:39][CH3:40])[CH:32]=1)[C:16]2=[O:41])[C:6]1[CH:11]=[CH:10][CH:9]=[CH:8][CH:7]=1.CCN(CC)CC. (2) The reactants are: [O:1]1[C:5]2([CH2:10][CH2:9][NH:8][CH2:7][CH2:6]2)[O:4][CH2:3][CH2:2]1.CC([O-])(C)C.[Na+].Br[C:18]1[CH:23]=[CH:22][CH:21]=[CH:20][CH:19]=1.C1(C)C=CC=CC=1. Given the product [C:18]1([N:8]2[CH2:9][CH2:10][C:5]3([O:4][CH2:3][CH2:2][O:1]3)[CH2:6][CH2:7]2)[CH:23]=[CH:22][CH:21]=[CH:20][CH:19]=1, predict the reactants needed to synthesize it. (3) Given the product [CH3:1][O:2][C:3](=[O:22])[CH2:4][O:5][C:6]1[C:14]2[O:13][C:12]([NH:15][CH:16]3[CH2:21][CH2:20][N:19]([CH2:29][C:28]4[CH:31]=[C:32]([O:35][CH2:36][CH3:37])[C:33]([F:34])=[C:26]([O:25][CH2:23][CH3:24])[CH:27]=4)[CH2:18][CH2:17]3)=[N:11][C:10]=2[CH:9]=[CH:8][CH:7]=1, predict the reactants needed to synthesize it. The reactants are: [CH3:1][O:2][C:3](=[O:22])[CH2:4][O:5][C:6]1[C:14]2[O:13][C:12]([NH:15][CH:16]3[CH2:21][CH2:20][NH:19][CH2:18][CH2:17]3)=[N:11][C:10]=2[CH:9]=[CH:8][CH:7]=1.[CH2:23]([O:25][C:26]1[CH:27]=[C:28]([CH:31]=[C:32]([O:35][CH2:36][CH3:37])[C:33]=1[F:34])[CH:29]=O)[CH3:24].C([BH3-])#N.[Na+].C(N(C(C)C)C(C)C)C. (4) Given the product [C:25]([C:23]1[CH:22]=[CH:21][C:20]([O:27][CH3:28])=[C:19]([S:16]([NH:15][CH2:14][CH2:13][C:10]2[CH:11]=[CH:12][C:7]([C:59]3[CH:64]=[C:63]([F:65])[C:62]([F:66])=[C:61]([F:67])[CH:60]=3)=[CH:8][C:9]=2[O:29][CH2:30][O:31][CH3:32])(=[O:18])=[O:17])[CH:24]=1)#[N:26], predict the reactants needed to synthesize it. The reactants are: FC(F)(F)S(O[C:7]1[CH:12]=[CH:11][C:10]([CH2:13][CH2:14][NH:15][S:16]([C:19]2[CH:24]=[C:23]([C:25]#[N:26])[CH:22]=[CH:21][C:20]=2[O:27][CH3:28])(=[O:18])=[O:17])=[C:9]([O:29][CH2:30][O:31][CH3:32])[CH:8]=1)(=O)=O.B1(B2OC(C)(C)C(C)(C)O2)OC(C)(C)C(C)(C)O1.C([O-])(=O)C.[K+].Br[C:59]1[CH:64]=[C:63]([F:65])[C:62]([F:66])=[C:61]([F:67])[CH:60]=1.[PH2](=O)[O-].[K+]. (5) Given the product [CH:12]1([S:17]([C:20]2[CH:21]=[C:22]([CH2:26][CH2:27][CH2:28][CH2:29][O:30][CH2:31][CH2:32][CH2:33][CH2:34][CH2:35][CH2:36][NH:37][CH2:38][C@@H:39]([C:41]3[CH:46]=[CH:45][C:44]([OH:47])=[C:43]([CH2:48][OH:49])[CH:42]=3)[OH:40])[CH:23]=[CH:24][CH:25]=2)(=[O:19])=[O:18])[CH2:16][CH2:15][CH2:14][CH2:13]1.[Cl:1][C:2]1[CH:3]=[CH:4][C:5]([S:8]([O-:11])(=[O:9])=[O:10])=[CH:6][CH:7]=1, predict the reactants needed to synthesize it. The reactants are: [Cl:1][C:2]1[CH:7]=[CH:6][C:5]([S:8]([OH:11])(=[O:10])=[O:9])=[CH:4][CH:3]=1.[CH:12]1([S:17]([C:20]2[CH:21]=[C:22]([CH2:26][CH2:27][CH2:28][CH2:29][O:30][CH2:31][CH2:32][CH2:33][CH2:34][CH2:35][CH2:36][NH:37][CH2:38][C@@H:39]([C:41]3[CH:46]=[CH:45][C:44]([OH:47])=[C:43]([CH2:48][OH:49])[CH:42]=3)[OH:40])[CH:23]=[CH:24][CH:25]=2)(=[O:19])=[O:18])[CH2:16][CH2:15][CH2:14][CH2:13]1. (6) Given the product [Br:8][C:9]1[S:10][C:11]([CH2:14][CH2:15][NH2:16])=[CH:12][CH:13]=1, predict the reactants needed to synthesize it. The reactants are: Cl[Si](C)(C)C.[Li+].[BH4-].[Br:8][C:9]1[S:10][C:11]([CH:14]=[CH:15][N+:16]([O-])=O)=[CH:12][CH:13]=1.CO. (7) Given the product [F:1][C@H:2]1[CH2:6][N:5]([S:7]([C:10]2[CH:11]=[CH:12][C:13]([F:16])=[CH:14][CH:15]=2)(=[O:8])=[O:9])[C@H:4]([C:17]([NH:19][CH2:20][C:21]2[CH:26]=[CH:25][N:24]=[C:23]([C:27]3[C:28]([NH:39][CH3:38])=[N:29][C:30]([C:33]([F:35])([F:34])[F:36])=[CH:31][CH:32]=3)[CH:22]=2)=[O:18])[CH2:3]1, predict the reactants needed to synthesize it. The reactants are: [F:1][C@H:2]1[CH2:6][N:5]([S:7]([C:10]2[CH:15]=[CH:14][C:13]([F:16])=[CH:12][CH:11]=2)(=[O:9])=[O:8])[C@H:4]([C:17]([NH:19][CH2:20][C:21]2[CH:26]=[CH:25][N:24]=[C:23]([C:27]3[C:28](F)=[N:29][C:30]([C:33]([F:36])([F:35])[F:34])=[CH:31][CH:32]=3)[CH:22]=2)=[O:18])[CH2:3]1.[CH3:38][NH2:39].O1CCCC1. (8) Given the product [ClH:48].[ClH:48].[F:45][C:42]([F:43])([F:44])[C:40]1[CH:39]=[C:5]([CH:4]=[C:3]([C:2]([F:1])([F:47])[F:46])[CH:41]=1)[C:6]([N:8]1[CH2:13][CH2:12][N:11]([CH2:14]/[CH:15]=[CH:16]/[C@@H:17]2[CH2:22][O:21][CH2:20][CH2:19][NH:18]2)[CH2:10][C@H:9]1[CH2:30][C:31]1[CH:36]=[CH:35][C:34]([CH3:37])=[C:33]([CH3:38])[CH:32]=1)=[O:7], predict the reactants needed to synthesize it. The reactants are: [F:1][C:2]([F:47])([F:46])[C:3]1[CH:4]=[C:5]([CH:39]=[C:40]([C:42]([F:45])([F:44])[F:43])[CH:41]=1)[C:6]([N:8]1[CH2:13][CH2:12][N:11]([CH2:14]/[CH:15]=[CH:16]/[C@@H:17]2[CH2:22][O:21][CH2:20][CH2:19][N:18]2C(OC(C)(C)C)=O)[CH2:10][C@H:9]1[CH2:30][C:31]1[CH:36]=[CH:35][C:34]([CH3:37])=[C:33]([CH3:38])[CH:32]=1)=[O:7].[ClH:48]. (9) The reactants are: [Cl:1][C:2]1[CH:3]=[C:4]([CH2:14][N:15]2[C:19]([CH3:20])=[CH:18][C:17]([NH:21][C:22]([O:24][CH2:25][CH:26]3[CH2:31][CH2:30][N:29](C(OC(C)(C)C)=O)[CH2:28][CH2:27]3)=[O:23])=[N:16]2)[C:5]2[O:9][C:8]([CH:10]([CH3:12])[CH3:11])=[CH:7][C:6]=2[CH:13]=1. Given the product [ClH:1].[Cl:1][C:2]1[CH:3]=[C:4]([CH2:14][N:15]2[C:19]([CH3:20])=[CH:18][C:17]([NH:21][C:22](=[O:23])[O:24][CH2:25][CH:26]3[CH2:27][CH2:28][NH:29][CH2:30][CH2:31]3)=[N:16]2)[C:5]2[O:9][C:8]([CH:10]([CH3:11])[CH3:12])=[CH:7][C:6]=2[CH:13]=1, predict the reactants needed to synthesize it. (10) Given the product [CH:1]1([CH2:6][C@H:7]([N:11]2[CH2:19][C:18]3[C:13](=[CH:14][CH:15]=[CH:16][C:17]=3[C:20]([F:21])([F:22])[F:23])[C:12]2=[O:24])[C:8]([NH:31][C:32]2[CH:36]=[CH:35][N:34]([CH2:37][C@H:38]([OH:41])[CH2:39][OH:40])[N:33]=2)=[O:9])[CH2:2][CH2:3][CH2:4][CH2:5]1, predict the reactants needed to synthesize it. The reactants are: [CH:1]1([CH2:6][C@H:7]([N:11]2[CH2:19][C:18]3[C:13](=[CH:14][CH:15]=[CH:16][C:17]=3[C:20]([F:23])([F:22])[F:21])[C:12]2=[O:24])[C:8](O)=[O:9])[CH2:5][CH2:4][CH2:3][CH2:2]1.C(Cl)(=O)C(Cl)=O.[NH2:31][C:32]1[CH:36]=[CH:35][N:34]([CH2:37][C@H:38]([OH:41])[CH2:39][OH:40])[N:33]=1.N1C(C)=CC=CC=1C.